From a dataset of Reaction yield outcomes from USPTO patents with 853,638 reactions. Predict the reaction yield, written as a fraction of the theoretical maximum amount of product (1.0 means a 100% yield; for example, 0.34 means a 34% yield). (1) The reactants are [Cl:1][C:2]1[CH:3]=[C:4]([CH:8]=[CH:9][CH:10]=1)/[CH:5]=[N:6]\[OH:7].[ClH:11].OS([O-])(=O)=O.OS(O[O-])(=O)=O.OS(O[O-])(=O)=O.[O-]S([O-])(=O)=O.[K+].[K+].[K+].[K+].[K+]. The catalyst is CN(C=O)C. The product is [OH:7]/[N:6]=[C:5](\[Cl:11])/[C:4]1[CH:8]=[CH:9][CH:10]=[C:2]([Cl:1])[CH:3]=1. The yield is 1.00. (2) The reactants are [F:1][C:2]1[CH:3]=[C:4]([C:9]2[CH:14]=[CH:13][C:12]([C:15]([NH:17][C@H:18]([C:26]([O:28][CH3:29])=[O:27])[C@@H:19]([CH3:25])[O:20][C:21]([CH3:24])([CH3:23])[CH3:22])=[O:16])=[C:11]([N+:30]([O-])=O)[CH:10]=2)[CH:5]=[C:6]([F:8])[CH:7]=1. The catalyst is [Pd].C(O)C. The product is [NH2:30][C:11]1[CH:10]=[C:9]([C:4]2[CH:5]=[C:6]([F:8])[CH:7]=[C:2]([F:1])[CH:3]=2)[CH:14]=[CH:13][C:12]=1[C:15]([NH:17][C@H:18]([C:26]([O:28][CH3:29])=[O:27])[C@@H:19]([CH3:25])[O:20][C:21]([CH3:23])([CH3:22])[CH3:24])=[O:16]. The yield is 0.970. (3) The reactants are [Cl:1][C:2]1[CH:7]=[CH:6][C:5]([C:8]2([CH2:29][OH:30])[CH2:13][CH2:12][N:11]([C:14]3[C:15]4[N:16]([N:20]=[C:21]([NH:23][C:24]5[CH:25]=[N:26][NH:27][CH:28]=5)[N:22]=4)[CH:17]=[CH:18][CH:19]=3)[CH2:10][CH2:9]2)=[CH:4][CH:3]=1.C([O-])([O-])=O.[Cs+].[Cs+].[C:37]([O:41][C:42](=[O:45])[CH2:43]Br)([CH3:40])([CH3:39])[CH3:38]. The catalyst is CN(C)C=O.CCOC(C)=O. The product is [C:37]([O:41][C:42](=[O:45])[CH2:43][N:26]1[CH:25]=[C:24]([NH:23][C:21]2[N:22]=[C:15]3[C:14]([N:11]4[CH2:10][CH2:9][C:8]([C:5]5[CH:6]=[CH:7][C:2]([Cl:1])=[CH:3][CH:4]=5)([CH2:29][OH:30])[CH2:13][CH2:12]4)=[CH:19][CH:18]=[CH:17][N:16]3[N:20]=2)[CH:28]=[N:27]1)([CH3:40])([CH3:39])[CH3:38]. The yield is 0.980. (4) The reactants are [Si:1]([C:5]#[CH:6])([CH3:4])([CH3:3])[CH3:2].[Li]CCCC.[CH3:12][CH2:13][C:14](=[O:17])[CH2:15][CH3:16]. The catalyst is C1COCC1.C(OCC)C. The product is [CH2:13]([C:14]([OH:17])([CH2:15][CH3:16])[C:6]#[C:5][Si:1]([CH3:4])([CH3:3])[CH3:2])[CH3:12]. The yield is 0.960. (5) The reactants are [Cu][C:2]#[N:3].Br[C:5]1[CH:6]=[C:7]([CH:10]=[CH:11][C:12]=1[O:13][CH3:14])[CH:8]=[O:9]. The catalyst is CN(C)C=O. The product is [CH:8]([C:7]1[CH:6]=[CH:5][C:12]([O:13][CH3:14])=[C:11]([CH:10]=1)[C:2]#[N:3])=[O:9]. The yield is 0.670.